Predict the product of the given reaction. From a dataset of Forward reaction prediction with 1.9M reactions from USPTO patents (1976-2016). The product is: [Cl:30][C:27]1[CH:28]=[CH:29][C:24]([NH:23][C:19]2[N:18]=[C:17]([C:16]3[C:8]([C:4]4[CH:3]=[C:2]([NH:1][C:45](=[O:46])[CH2:44][C:40]5[S:39][CH:43]=[CH:42][CH:41]=5)[CH:7]=[CH:6][CH:5]=4)=[N:9][N:10]4[CH:15]=[CH:14][CH:13]=[CH:12][C:11]=34)[CH:22]=[CH:21][N:20]=2)=[CH:25][C:26]=1[O:31][CH2:32][CH2:33][N:34]1[CH2:35][CH2:36][CH2:37][CH2:38]1. Given the reactants [NH2:1][C:2]1[CH:3]=[C:4]([C:8]2[C:16]([C:17]3[CH:22]=[CH:21][N:20]=[C:19]([NH:23][C:24]4[CH:29]=[CH:28][C:27]([Cl:30])=[C:26]([O:31][CH2:32][CH2:33][N:34]5[CH2:38][CH2:37][CH2:36][CH2:35]5)[CH:25]=4)[N:18]=3)=[C:11]3[CH:12]=[CH:13][CH:14]=[CH:15][N:10]3[N:9]=2)[CH:5]=[CH:6][CH:7]=1.[S:39]1[CH:43]=[CH:42][CH:41]=[C:40]1[CH2:44][C:45](Cl)=[O:46], predict the reaction product.